From a dataset of Forward reaction prediction with 1.9M reactions from USPTO patents (1976-2016). Predict the product of the given reaction. Given the reactants [NH2:1][CH2:2][CH:3]([OH:7])[CH2:4][O:5][CH3:6].[C:8](Cl)(=[O:17])[O:9][CH2:10][C:11]1[CH:16]=[CH:15][CH:14]=[CH:13][CH:12]=1.C(N(CC)C(C)C)(C)C.CN(C=O)C, predict the reaction product. The product is: [OH:7][CH:3]([CH2:4][O:5][CH3:6])[CH2:2][NH:1][C:8](=[O:17])[O:9][CH2:10][C:11]1[CH:16]=[CH:15][CH:14]=[CH:13][CH:12]=1.